This data is from Reaction yield outcomes from USPTO patents with 853,638 reactions. The task is: Predict the reaction yield, written as a fraction of the theoretical maximum amount of product (1.0 means a 100% yield; for example, 0.34 means a 34% yield). (1) The reactants are C([CH:3]([OH:22])/[CH:4]=[CH:5]/[CH:6]=[CH:7]/[C:8]1[CH:13]=[CH:12][C:11]([O:14][CH2:15][C:16]([F:21])([F:20])[CH:17]([F:19])[F:18])=[CH:10][CH:9]=1)C. The catalyst is [O-2].[O-2].[Mn+4]. The product is [F:20][C:16]([F:21])([CH:17]([F:18])[F:19])[CH2:15][O:14][C:11]1[CH:10]=[CH:9][C:8](/[CH:7]=[CH:6]/[CH:5]=[CH:4]/[CH:3]=[O:22])=[CH:13][CH:12]=1. The yield is 0.960. (2) The reactants are [F:1][C:2]1[CH:7]=[CH:6][C:5]([NH:8][C:9]2[C:14]([C:15]([N:17]3[CH2:22][CH2:21][CH:20]([C:23]4[CH:28]=[CH:27][C:26]([F:29])=[CH:25][CH:24]=4)[CH2:19][CH2:18]3)=[O:16])=[CH:13][N:12]=[C:11]([S:30]([N:33]3[CH2:38][CH2:37][N:36](C(OC(C)(C)C)=O)[CH2:35][CH2:34]3)(=[O:32])=[O:31])[CH:10]=2)=[C:4]([CH3:46])[CH:3]=1.FC(F)(F)C(O)=O. The catalyst is ClCCl. The product is [F:1][C:2]1[CH:7]=[CH:6][C:5]([NH:8][C:9]2[CH:10]=[C:11]([S:30]([N:33]3[CH2:38][CH2:37][NH:36][CH2:35][CH2:34]3)(=[O:32])=[O:31])[N:12]=[CH:13][C:14]=2[C:15]([N:17]2[CH2:22][CH2:21][CH:20]([C:23]3[CH:24]=[CH:25][C:26]([F:29])=[CH:27][CH:28]=3)[CH2:19][CH2:18]2)=[O:16])=[C:4]([CH3:46])[CH:3]=1. The yield is 0.280.